From a dataset of Forward reaction prediction with 1.9M reactions from USPTO patents (1976-2016). Predict the product of the given reaction. (1) The product is: [F:15][C:16]1[CH:17]=[C:18]([C:2]2[CH:3]=[C:4]([C:13]#[N:14])[C:5]3[C:10]([CH:11]=2)=[CH:9][CH:8]=[C:7]([OH:12])[CH:6]=3)[CH:19]=[CH:20][C:21]=1[O:22][CH3:23]. Given the reactants Br[C:2]1[CH:3]=[C:4]([C:13]#[N:14])[C:5]2[C:10]([CH:11]=1)=[CH:9][CH:8]=[C:7]([OH:12])[CH:6]=2.[F:15][C:16]1[CH:17]=[C:18](B(O)O)[CH:19]=[CH:20][C:21]=1[O:22][CH3:23], predict the reaction product. (2) Given the reactants [Si]([O:18][CH:19]([C:21]1[S:22][CH:23]=[C:24]([C:26]([NH:28][C@@H:29]([CH3:45])[CH2:30][N:31]2[CH:35]=[CH:34][C:33]([C:36]3[CH:41]=[CH:40][C:39]([C:42]#[N:43])=[C:38]([Cl:44])[CH:37]=3)=[N:32]2)=[O:27])[N:25]=1)[CH3:20])(C(C)(C)C)(C1C=CC=CC=1)C1C=CC=CC=1, predict the reaction product. The product is: [Cl:44][C:38]1[CH:37]=[C:36]([C:33]2[CH:34]=[CH:35][N:31]([CH2:30][C@@H:29]([NH:28][C:26]([C:24]3[N:25]=[C:21]([CH:19]([OH:18])[CH3:20])[S:22][CH:23]=3)=[O:27])[CH3:45])[N:32]=2)[CH:41]=[CH:40][C:39]=1[C:42]#[N:43]. (3) Given the reactants C(OC(=O)[NH:7][C:8]1[CH:13]=[CH:12][C:11]([C:14]#[C:15][C:16]2[CH:21]=[CH:20][CH:19]=[CH:18][CH:17]=2)=[CH:10][C:9]=1[NH2:22])(C)(C)C.CC1(C)O[C:29](=[O:31])[CH:28]=[C:27]([C:32]2[CH:37]=[CH:36][CH:35]=[C:34](OC(F)(F)F)[CH:33]=2)O1.C(O)([C:46]([F:49])([F:48])[F:47])=O, predict the reaction product. The product is: [C:16]1([C:15]#[C:14][C:11]2[CH:12]=[CH:13][C:8]3[N:7]=[C:27]([C:32]4[CH:37]=[CH:36][CH:35]=[C:34]([C:46]([F:49])([F:48])[F:47])[CH:33]=4)[CH2:28][C:29](=[O:31])[NH:22][C:9]=3[CH:10]=2)[CH:21]=[CH:20][CH:19]=[CH:18][CH:17]=1.